Dataset: Forward reaction prediction with 1.9M reactions from USPTO patents (1976-2016). Task: Predict the product of the given reaction. (1) Given the reactants [F:1][C:2]([F:15])([F:14])[C:3]1[CH:4]=[C:5]2[C:10](=[CH:11][CH:12]=1)[N:9]=[CH:8][NH:7][C:6]2=[O:13].C(=O)([O-])[O-].[Cs+].[Cs+].Br[CH2:23][C:24]1[CH:25]=[C:26]([CH:29]=[CH:30][C:31]=1[S:32]([CH2:35][CH3:36])(=[O:34])=[O:33])[C:27]#[N:28].C(OCC)(=O)C, predict the reaction product. The product is: [CH2:35]([S:32]([C:31]1[CH:30]=[CH:29][C:26]([C:27]#[N:28])=[CH:25][C:24]=1[CH2:23][N:7]1[C:6](=[O:13])[C:5]2[C:10](=[CH:11][CH:12]=[C:3]([C:2]([F:1])([F:14])[F:15])[CH:4]=2)[N:9]=[CH:8]1)(=[O:34])=[O:33])[CH3:36]. (2) The product is: [C:1]([N:11]1[CH2:16][CH2:15][CH:14]([CH2:17][C:18]([Cl:24])=[O:20])[CH2:13][CH2:12]1)([O:3][CH2:4][C:5]1[CH:10]=[CH:9][CH:8]=[CH:7][CH:6]=1)=[O:2]. Given the reactants [C:1]([N:11]1[CH2:16][CH2:15][CH:14]([CH2:17][C:18]([OH:20])=O)[CH2:13][CH2:12]1)([O:3][CH2:4][C:5]1[CH:10]=[CH:9][CH:8]=[CH:7][CH:6]=1)=[O:2].C(Cl)(=O)C([Cl:24])=O.CN(C)C=O, predict the reaction product. (3) Given the reactants [O:1]1[CH:5]=[CH:4][C:3]2[CH:6]=[C:7]([CH2:10][S:11]([CH2:14][CH:15]([N:24]([O:27]C(=O)[C@@H](OC)C3C=CC=CC=3)[CH:25]=[O:26])[C:16]3[CH:21]=[CH:20][C:19]([O:22][CH3:23])=[CH:18][CH:17]=3)(=[O:13])=[O:12])[CH:8]=[CH:9][C:2]1=2.C(=O)([O-])[O-].[K+].[K+], predict the reaction product. The product is: [O:1]1[CH:5]=[CH:4][C:3]2[CH:6]=[C:7]([CH2:10][S:11]([CH2:14][C@@H:15]([N:24]([OH:27])[CH:25]=[O:26])[C:16]3[CH:21]=[CH:20][C:19]([O:22][CH3:23])=[CH:18][CH:17]=3)(=[O:13])=[O:12])[CH:8]=[CH:9][C:2]1=2.